From a dataset of Full USPTO retrosynthesis dataset with 1.9M reactions from patents (1976-2016). Predict the reactants needed to synthesize the given product. (1) Given the product [NH2:34][CH2:33][C:31]1([CH2:35][NH:36][C:2]2[C:11]3[C:6](=[CH:7][CH:8]=[C:9]([C:12]([O:14][CH3:15])=[O:13])[CH:10]=3)[N:5]=[C:4]([N:16]3[CH2:22][C:21]4[CH:23]=[CH:24][CH:25]=[CH:26][C:20]=4[S:19](=[O:28])(=[O:27])[CH2:18][CH2:17]3)[CH:3]=2)[CH2:32][O:29][CH2:30]1, predict the reactants needed to synthesize it. The reactants are: Cl[C:2]1[C:11]2[C:6](=[CH:7][CH:8]=[C:9]([C:12]([O:14][CH3:15])=[O:13])[CH:10]=2)[N:5]=[C:4]([N:16]2[CH2:22][C:21]3[CH:23]=[CH:24][CH:25]=[CH:26][C:20]=3[S:19](=[O:28])(=[O:27])[CH2:18][CH2:17]2)[CH:3]=1.[O:29]1[CH2:32][C:31]([CH2:35][NH2:36])([CH2:33][NH2:34])[CH2:30]1. (2) The reactants are: [O:1]1[C:5]2[CH:6]=[CH:7][CH:8]=[CH:9][C:4]=2[CH:3]=[C:2]1[C:10](=O)[C:11]([O:13]CC)=O.[C:17]1([NH2:24])[CH:22]=[CH:21][CH:20]=[CH:19][C:18]=1[NH2:23]. Given the product [O:1]1[C:5]2[CH:6]=[CH:7][CH:8]=[CH:9][C:4]=2[CH:3]=[C:2]1[C:10]1[C:11]([OH:13])=[N:23][C:18]2[C:17]([N:24]=1)=[CH:22][CH:21]=[CH:20][CH:19]=2, predict the reactants needed to synthesize it. (3) Given the product [CH2:15]([N:1]([CH2:26][CH2:25][CH2:24][CH2:23][CH2:22][CH2:21][CH2:20][CH2:19][CH2:18][CH2:17][CH2:16][CH3:15])[C:2]1[CH:11]=[CH:10][C:5]2=[N:6][C:7](=[O:9])[N:8]=[C:4]2[CH:3]=1)[CH2:16][CH2:17][CH2:18][CH2:19][CH2:20][CH2:21][CH2:22][CH2:23][CH2:24][CH2:25][CH3:26], predict the reactants needed to synthesize it. The reactants are: [NH2:1][C:2]1[CH:11]=[CH:10][C:5]2=[N:6][C:7](=[O:9])[N:8]=[C:4]2[CH:3]=1.[I-].[K+].Br[CH2:15][CH2:16][CH2:17][CH2:18][CH2:19][CH2:20][CH2:21][CH2:22][CH2:23][CH2:24][CH2:25][CH3:26]. (4) The reactants are: [C:1]([O:5][C:6]([C:8]1([C:14]2[CH:22]=[CH:21][C:17]([C:18]([OH:20])=[O:19])=[CH:16][CH:15]=2)[CH2:13][CH2:12][CH2:11][CH2:10][CH2:9]1)=[O:7])([CH3:4])([CH3:3])[CH3:2].C(Cl)(=O)C(Cl)=O.CN(C)C=O.[CH:34](O)([CH3:36])[CH3:35]. Given the product [C:1]([O:5][C:6]([C:8]1([C:14]2[CH:15]=[CH:16][C:17]([C:18]([O:20][CH:34]([CH3:36])[CH3:35])=[O:19])=[CH:21][CH:22]=2)[CH2:13][CH2:12][CH2:11][CH2:10][CH2:9]1)=[O:7])([CH3:4])([CH3:2])[CH3:3], predict the reactants needed to synthesize it.